Task: Predict the reactants needed to synthesize the given product.. Dataset: Full USPTO retrosynthesis dataset with 1.9M reactions from patents (1976-2016) (1) Given the product [F:1][CH:2]1[CH2:5][N:4]([C:6]2[N:11]=[CH:10][N:9]=[C:8]3[N:12]([CH3:16])[N:13]=[C:14]([C:21]4[CH:20]=[N:19][N:18]([CH3:17])[CH:22]=4)[C:7]=23)[CH2:3]1, predict the reactants needed to synthesize it. The reactants are: [F:1][CH:2]1[CH2:5][N:4]([C:6]2[N:11]=[CH:10][N:9]=[C:8]3[N:12]([CH3:16])[N:13]=[C:14](I)[C:7]=23)[CH2:3]1.[CH3:17][N:18]1[CH:22]=[C:21](B2OC(C)(C)C(C)(C)O2)[CH:20]=[N:19]1.C1(P(C2CCCCC2)C2CCCCC2)CCCCC1.P([O-])([O-])([O-])=O.[K+].[K+].[K+]. (2) The reactants are: C([N:8]1[CH2:12][CH:11]2[C:13](=[O:17])[NH:14][C:15](=[O:16])[CH:10]2[CH2:9]1)C1C=CC=CC=1. Given the product [C:13]1(=[O:17])[CH:11]2[CH2:12][NH:8][CH2:9][CH:10]2[C:15](=[O:16])[NH:14]1, predict the reactants needed to synthesize it. (3) Given the product [N:39]1[CH:44]=[CH:43][CH:42]=[CH:41][C:40]=1[CH:45]([C:23]1[NH:22][C:26]2=[CH:27][N:28]=[CH:29][CH:30]=[C:25]2[CH:24]=1)[OH:46], predict the reactants needed to synthesize it. The reactants are: C(NC(C)C)(C)C.C([Li])CCC.C1(S([N:22]2[C:26]3=[CH:27][N:28]=[CH:29][CH:30]=[C:25]3[CH:24]=[CH:23]2)(=O)=O)C=CC=CC=1.CN(C)CCN(C)C.[N:39]1[CH:44]=[CH:43][CH:42]=[CH:41][C:40]=1[CH:45]=[O:46].[Cl-].[NH4+]. (4) Given the product [C:1]([O:5][C:6](=[O:7])[NH:8][CH2:9][CH2:10][N:11]1[C:20](=[O:21])[C:19]2[C:14](=[CH:15][CH:16]=[CH:17][CH:18]=2)[N:13]([CH2:22][C:23](=[O:24])[NH:33][C:32]2[CH:34]=[C:28]([Cl:27])[C:29]([O:37][CH3:38])=[CH:30][C:31]=2[O:35][CH3:36])[C:12]1=[O:26])([CH3:2])([CH3:4])[CH3:3], predict the reactants needed to synthesize it. The reactants are: [C:1]([O:5][C:6]([NH:8][CH2:9][CH2:10][N:11]1[C:20](=[O:21])[C:19]2[C:14](=[CH:15][CH:16]=[CH:17][CH:18]=2)[N:13]([CH2:22][C:23](O)=[O:24])[C:12]1=[O:26])=[O:7])([CH3:4])([CH3:3])[CH3:2].[Cl:27][C:28]1[C:29]([O:37][CH3:38])=[CH:30][C:31]([O:35][CH3:36])=[C:32]([CH:34]=1)[NH2:33]. (5) Given the product [CH3:44][O:43][C:41]([C:37]1[CH:36]=[C:35]([C:28]2[C:27]([CH3:45])=[C:26]([C:24]([C:21]3[CH:22]=[CH:23][C:14]([NH:13][C:5](=[O:11])[NH:56][CH2:53][CH2:54][CH3:55])=[C:15]([CH:20]=3)[C:16]([O:18][CH3:19])=[O:17])=[O:25])[N:34]3[C:29]=2[CH:30]=[CH:31][CH:32]=[CH:33]3)[CH:40]=[CH:39][CH:38]=1)=[O:42], predict the reactants needed to synthesize it. The reactants are: ClC(Cl)(O[C:5](=[O:11])OC(Cl)(Cl)Cl)Cl.[NH2:13][C:14]1[CH:23]=[CH:22][C:21]([C:24]([C:26]2[N:34]3[C:29]([CH:30]=[CH:31][CH:32]=[CH:33]3)=[C:28]([C:35]3[CH:40]=[CH:39][CH:38]=[C:37]([C:41]([O:43][CH3:44])=[O:42])[CH:36]=3)[C:27]=2[CH3:45])=[O:25])=[CH:20][C:15]=1[C:16]([O:18][CH3:19])=[O:17].C(N(CC)CC)C.[CH2:53]([NH2:56])[CH2:54][CH3:55]. (6) Given the product [Br-:20].[C:17]([C:14]1[CH:15]=[CH:16][C:11]([C@H:10]2[N:9]3[C:21](=[O:24])[NH:22][N:23]=[C:8]3[N:7]([C:25]3[CH:30]=[CH:29][CH:28]=[C:27]([C:31]([F:33])([F:34])[F:32])[CH:26]=3)[C:6]([CH3:35])=[C:5]2[C:3]([O:2][CH3:1])=[O:4])=[C:12]([CH:13]=1)[CH2:19][N+:36]1[CH:41]=[CH:40][CH:39]=[CH:38][CH:37]=1)#[N:18], predict the reactants needed to synthesize it. The reactants are: [CH3:1][O:2][C:3]([C:5]1[C@@H:10]([C:11]2[CH:16]=[CH:15][C:14]([C:17]#[N:18])=[CH:13][C:12]=2[CH2:19][Br:20])[N:9]2[C:21](=[O:24])[NH:22][N:23]=[C:8]2[N:7]([C:25]2[CH:30]=[CH:29][CH:28]=[C:27]([C:31]([F:34])([F:33])[F:32])[CH:26]=2)[C:6]=1[CH3:35])=[O:4].[N:36]1[CH:41]=[CH:40][CH:39]=[CH:38][CH:37]=1.